From a dataset of Catalyst prediction with 721,799 reactions and 888 catalyst types from USPTO. Predict which catalyst facilitates the given reaction. (1) Reactant: [N:1]1[CH:6]=[CH:5][CH:4]=[C:3]([NH:7][C:8](=[O:15])OCC(Cl)(Cl)Cl)[N:2]=1.[F:16][C:17]1[CH:22]=[C:21]([F:23])[CH:20]=[CH:19][C:18]=1[C:24]1[CH:25]=[C:26]([N:30]2[CH2:35][CH2:34][NH:33][CH2:32][CH2:31]2)[CH:27]=[N:28][CH:29]=1. Product: [F:16][C:17]1[CH:22]=[C:21]([F:23])[CH:20]=[CH:19][C:18]=1[C:24]1[CH:25]=[C:26]([N:30]2[CH2:31][CH2:32][N:33]([C:8]([NH:7][C:3]3[N:2]=[N:1][CH:6]=[CH:5][CH:4]=3)=[O:15])[CH2:34][CH2:35]2)[CH:27]=[N:28][CH:29]=1. The catalyst class is: 175. (2) Reactant: [Cl:1][C:2]1[C:7]([C:8]2[CH:9]=[C:10]3[C:14](=[CH:15][CH:16]=2)NN=C3)=[CH:6][CH:5]=[CH:4][N:3]=1.[F:17]C1C=CC(B(O)O)=CC=1.BrC1C(Cl)=NC=CC=1.C([O-])([O-])=O.[Na+].[Na+]. Product: [Cl:1][C:2]1[C:7]([C:8]2[CH:9]=[CH:10][C:14]([F:17])=[CH:15][CH:16]=2)=[CH:6][CH:5]=[CH:4][N:3]=1. The catalyst class is: 77. (3) Reactant: [Br:1][C:2]1[CH:3]=[CH:4][C:5]([N+:10]([O-:12])=[O:11])=[C:6]([CH:9]=1)[NH:7][CH3:8].[H-].[Na+].[Cl-].[Cl-].[Ca+2].[CH3:18][O:19][CH2:20][C:21](Cl)=[O:22]. The catalyst class is: 1. Product: [Br:1][C:2]1[CH:3]=[CH:4][C:5]([N+:10]([O-:12])=[O:11])=[C:6]([N:7]([CH3:8])[C:21](=[O:22])[CH2:20][O:19][CH3:18])[CH:9]=1. (4) Reactant: O[C:2]1[N:7]=[CH:6][C:5]2=[C:8]([CH3:23])[CH:9]=[C:10]([C:11]3[CH:16]=[CH:15][CH:14]=[CH:13][C:12]=3[N:17]([CH3:22])[S:18]([CH3:21])(=[O:20])=[O:19])[N:4]2[N:3]=1.C(N(CC)C(C)C)(C)C.C1C=CC(N(S(C(F)(F)F)(=O)=O)S(C(F)(F)F)(=O)=O)=CC=1.C(OC([N:61]1[CH2:66][CH2:65][CH:64]([C:67]2[CH:72]=[CH:71][C:70]([NH2:73])=[C:69]([O:74][CH3:75])[CH:68]=2)[CH2:63][CH2:62]1)=O)(C)(C)C.C(Cl)Cl.FC(F)(F)C(O)=O. Product: [CH3:75][O:74][C:69]1[CH:68]=[C:67]([CH:64]2[CH2:63][CH2:62][NH:61][CH2:66][CH2:65]2)[CH:72]=[CH:71][C:70]=1[NH:73][C:2]1[N:7]=[CH:6][C:5]2=[C:8]([CH3:23])[CH:9]=[C:10]([C:11]3[CH:16]=[CH:15][CH:14]=[CH:13][C:12]=3[N:17]([CH3:22])[S:18]([CH3:21])(=[O:20])=[O:19])[N:4]2[N:3]=1. The catalyst class is: 9.